This data is from Serine/threonine kinase 33 screen with 319,792 compounds. The task is: Binary Classification. Given a drug SMILES string, predict its activity (active/inactive) in a high-throughput screening assay against a specified biological target. (1) The molecule is O=C1N(C2CCCCC2)CC(C1)C(=O)NCc1ccc(C(C)C)cc1. The result is 0 (inactive). (2) The compound is O(c1cc2c([nH]c(c2)C(=O)NCCCC)cc1)C. The result is 0 (inactive). (3) The compound is [nH]1cc(C=2CCN(C(C)C)CC2)c2c1cccc2. The result is 0 (inactive). (4) The molecule is Clc1cc(N2CCN(CC2)C(=S)NC2CCCC2)ccc1. The result is 0 (inactive). (5) The molecule is Clc1c(NC(=O)CSc2nc(N(C)C)nc(OC)n2)cccc1. The result is 0 (inactive). (6) The molecule is Clc1c(S(=O)(=O)n2c(nc(c2)C)CC)cc([N+]([O-])=O)cc1. The result is 0 (inactive). (7) The molecule is S(c1n(c2c(n(c(=O)[nH]c2=O)C)n1)Cc1ccccc1)c1sc(nn1)C. The result is 0 (inactive).